Dataset: Peptide-MHC class I binding affinity with 185,985 pairs from IEDB/IMGT. Task: Regression. Given a peptide amino acid sequence and an MHC pseudo amino acid sequence, predict their binding affinity value. This is MHC class I binding data. (1) The MHC is HLA-A29:02 with pseudo-sequence HLA-A29:02. The binding affinity (normalized) is 0.676. The peptide sequence is ISMMGFKMNY. (2) The binding affinity (normalized) is 1.00. The peptide sequence is GSENLPSLY. The MHC is Mamu-A02 with pseudo-sequence Mamu-A02. (3) The peptide sequence is IRHENRMVL. The MHC is HLA-A26:01 with pseudo-sequence HLA-A26:01. The binding affinity (normalized) is 0.0847.